Dataset: Reaction yield outcomes from USPTO patents with 853,638 reactions. Task: Predict the reaction yield, written as a fraction of the theoretical maximum amount of product (1.0 means a 100% yield; for example, 0.34 means a 34% yield). (1) The reactants are [CH2:1]([O:3][C:4](=[O:13])[CH:5]([CH2:10][CH:11]=[CH2:12])[CH2:6][C:7](C)=C)[CH3:2]. The catalyst is C(Cl)Cl. The product is [CH2:1]([O:3][C:4]([CH:5]1[CH2:6][CH:7]=[C:11]([CH3:12])[CH2:10]1)=[O:13])[CH3:2]. The yield is 0.930. (2) The reactants are [Br:1][C:2]1[N:3]=[C:4]([C:9]#[C:10][Si](C)(C)C)[C:5]([NH2:8])=[N:6][CH:7]=1.[H-].[Na+].[C:17]1([CH3:27])[CH:22]=[CH:21][C:20]([S:23](Cl)(=[O:25])=[O:24])=[CH:19][CH:18]=1. The catalyst is CN(C=O)C. The product is [Br:1][C:2]1[N:3]=[C:4]2[CH:9]=[CH:10][N:8]([S:23]([C:20]3[CH:21]=[CH:22][C:17]([CH3:27])=[CH:18][CH:19]=3)(=[O:25])=[O:24])[C:5]2=[N:6][CH:7]=1. The yield is 0.520.